From a dataset of Catalyst prediction with 721,799 reactions and 888 catalyst types from USPTO. Predict which catalyst facilitates the given reaction. (1) Reactant: [NH2:1][CH2:2][CH2:3][O:4][N:5]=[CH:6][C:7]1[C:8]([F:30])=[C:9]([F:29])[C:10]([NH:20][C:21]2[CH:26]=[CH:25][C:24]([I:27])=[CH:23][C:22]=2[F:28])=[C:11]([CH:19]=1)[C:12]([NH:14][O:15][CH2:16][CH2:17][OH:18])=[O:13].CON(C(C)=O)[C:34](=[O:36])[CH3:35]. Product: [C:34]([NH:1][CH2:2][CH2:3][O:4][N:5]=[CH:6][C:7]1[C:8]([F:30])=[C:9]([F:29])[C:10]([NH:20][C:21]2[CH:26]=[CH:25][C:24]([I:27])=[CH:23][C:22]=2[F:28])=[C:11]([CH:19]=1)[C:12]([NH:14][O:15][CH2:16][CH2:17][OH:18])=[O:13])(=[O:36])[CH3:35]. The catalyst class is: 405. (2) Reactant: Br[C:2]1[C:3]([OH:14])=[C:4]([C:7]([CH3:13])=[C:8]([N+:10]([O-:12])=[O:11])[CH:9]=1)[CH:5]=[O:6].[CH:15]1([B-](F)(F)F)[CH2:17][CH2:16]1.[K+].O.[O-]P([O-])([O-])=O.[K+].[K+].[K+].C1(P(C2CCCCC2)C2C=CC=CC=2C2C(OC(C)C)=CC=CC=2OC(C)C)CCCCC1. Product: [CH:15]1([C:2]2[C:3]([OH:14])=[C:4]([C:7]([CH3:13])=[C:8]([N+:10]([O-:12])=[O:11])[CH:9]=2)[CH:5]=[O:6])[CH2:17][CH2:16]1. The catalyst class is: 498.